From a dataset of HIV replication inhibition screening data with 41,000+ compounds from the AIDS Antiviral Screen. Binary Classification. Given a drug SMILES string, predict its activity (active/inactive) in a high-throughput screening assay against a specified biological target. (1) The molecule is CC(C)(C)c1cc(C(P(=O)(O)O)P(=O)(O)O)cc(C(C)(C)C)c1O.[NaH]. The result is 0 (inactive). (2) The drug is CC(=O)N(C(C)=O)n1c(-c2ccccc2)n[nH]c1=O. The result is 0 (inactive). (3) The drug is O=C1C(=Cc2ccccc2[N+](=O)[O-])N=C(c2ccccc2)N1n1c(-c2ccccc2)nc2ccccc2c1=O. The result is 0 (inactive). (4) The compound is O=C1c2ccccc2C(=O)N1CCS(=O)(=O)CCS(=O)(=O)CCN1C(=O)c2ccccc2C1=O. The result is 0 (inactive). (5) The compound is COc1ccc(C=CC(=O)C=Cc2ccc(OC)cc2OC)c(OC)c1. The result is 0 (inactive). (6) The drug is Cl.NC(=O)C(=CNc1nc(-c2ccc(Cl)c(Cl)c2)cs1)C(N)=O. The result is 0 (inactive). (7) The molecule is Cc1ccc(S(=O)(=O)c2c(O)c3ccccc3n(C)c2=O)cc1. The result is 0 (inactive). (8) The drug is O=C(O)CCCCCCCc1ccc(C(=O)OCC2OC3OC4C(COC(=O)c5ccc(CCCCCCCC(=O)O)cc5)OC(OC5C(COC(=O)c6ccc(CCCCCCCC(=O)O)cc6)OC(OC6C(COC(=O)c7ccc(CCCCCCCC(=O)O)cc7)OC(OC7C(COC(=O)c8ccc(CCCCCCCC(=O)O)cc8)OC(OC8C(COC(=O)c9ccc(CCCCCCCC(=O)O)cc9)OC(OC2C(OS(=O)(=O)O)C3OS(=O)(=O)O)C(OS(=O)(=O)O)C8OS(=O)(=O)O)C(OS(=O)(=O)O)C7OS(=O)(=O)O)C(OS(=O)(=O)O)C6OS(=O)(=O)O)C(OS(=O)(=O)O)C5OS(=O)(=O)O)C(OS(=O)(=O)O)C4OS(=O)(=O)O)cc1. The result is 1 (active).